Dataset: Reaction yield outcomes from USPTO patents with 853,638 reactions. Task: Predict the reaction yield, written as a fraction of the theoretical maximum amount of product (1.0 means a 100% yield; for example, 0.34 means a 34% yield). (1) The reactants are [F:1][C:2]1[CH:3]=[C:4]([C:10](=[O:12])[CH3:11])[CH:5]=[CH:6][C:7]=1[O:8][CH3:9].[Br:13]Br. The catalyst is O1CCOCC1. The product is [Br:13][CH2:11][C:10]([C:4]1[CH:5]=[CH:6][C:7]([O:8][CH3:9])=[C:2]([F:1])[CH:3]=1)=[O:12]. The yield is 0.630. (2) The reactants are [Cl:1][C:2]1[N:7]=[C:6]([C:8]2[S:12][C:11]([N:13]3[CH2:18][CH2:17][O:16][CH2:15][CH2:14]3)=[N:10][C:9]=2[C:19]2[C:20]([F:26])=[C:21]([CH:23]=[CH:24][CH:25]=2)[NH2:22])[CH:5]=[CH:4][N:3]=1.[N:27]1[CH:32]=[CH:31][CH:30]=[C:29]([S:33](Cl)(=[O:35])=[O:34])[CH:28]=1. The catalyst is N1C=CC=CC=1. The product is [Cl:1][C:2]1[N:7]=[C:6]([C:8]2[S:12][C:11]([N:13]3[CH2:14][CH2:15][O:16][CH2:17][CH2:18]3)=[N:10][C:9]=2[C:19]2[C:20]([F:26])=[C:21]([NH:22][S:33]([C:29]3[CH:28]=[N:27][CH:32]=[CH:31][CH:30]=3)(=[O:35])=[O:34])[CH:23]=[CH:24][CH:25]=2)[CH:5]=[CH:4][N:3]=1. The yield is 0.715. (3) The reactants are [C:1]([O:5][C:6]([N:8]1[C:16]2[C:11](=[CH:12][CH:13]=[C:14]([O:17][CH2:18][CH2:19][CH2:20]Br)[CH:15]=2)[CH:10]=[C:9]1[C:22]1[C:23]2[S:36][C:35]([CH2:37][OH:38])=[CH:34][C:24]=2[N:25]([C:27]([O:29][C:30]([CH3:33])([CH3:32])[CH3:31])=[O:28])[N:26]=1)=[O:7])([CH3:4])([CH3:3])[CH3:2].CCN(C(C)C)C(C)C.[NH:48]1[CH2:53][CH2:52][CH2:51][CH2:50][CH2:49]1. The catalyst is C(#N)C. The product is [C:1]([O:5][C:6]([N:8]1[C:16]2[C:11](=[CH:12][CH:13]=[C:14]([O:17][CH2:18][CH2:19][CH2:20][N:48]3[CH2:53][CH2:52][CH2:51][CH2:50][CH2:49]3)[CH:15]=2)[CH:10]=[C:9]1[C:22]1[C:23]2[S:36][C:35]([CH2:37][OH:38])=[CH:34][C:24]=2[N:25]([C:27]([O:29][C:30]([CH3:33])([CH3:32])[CH3:31])=[O:28])[N:26]=1)=[O:7])([CH3:4])([CH3:3])[CH3:2]. The yield is 0.740.